This data is from Forward reaction prediction with 1.9M reactions from USPTO patents (1976-2016). The task is: Predict the product of the given reaction. (1) Given the reactants [OH:1][CH2:2][C@H:3]([NH:12][C:13]([C@H:15]1[CH2:17][C@@H:16]1[C:18]1[S:19][CH:20]=[CH:21][CH:22]=1)=[O:14])[C:4]1[CH:9]=[CH:8][C:7]([O:10]C)=[CH:6][CH:5]=1.B(Br)(Br)Br.C([O-])(O)=O.[Na+].Cl, predict the reaction product. The product is: [OH:1][CH2:2][C@H:3]([NH:12][C:13]([C@H:15]1[CH2:17][C@@H:16]1[C:18]1[S:19][CH:20]=[CH:21][CH:22]=1)=[O:14])[C:4]1[CH:5]=[CH:6][C:7]([OH:10])=[CH:8][CH:9]=1. (2) Given the reactants [H-].[Na+].[CH:3]1([OH:7])[CH2:6][CH2:5][CH2:4]1.[Br:8][C:9]1[CH:14]=[CH:13][C:12]([CH2:15]Br)=[C:11]([F:17])[CH:10]=1, predict the reaction product. The product is: [Br:8][C:9]1[CH:14]=[CH:13][C:12]([CH2:15][O:7][CH:3]2[CH2:6][CH2:5][CH2:4]2)=[C:11]([F:17])[CH:10]=1. (3) Given the reactants S(Cl)(N=C=O)(=O)=O.C1(CO)C=CC=CC=1.Cl.[CH3:17][CH:18]1[CH2:21][NH:20][CH2:19]1.Cl[S:23]([NH:26][C:27](=[O:36])[O:28][CH2:29][C:30]1[CH:35]=[CH:34][CH:33]=[CH:32][CH:31]=1)(=[O:25])=[O:24], predict the reaction product. The product is: [CH3:17][CH:18]1[CH2:21][N:20]([S:23]([NH:26][C:27](=[O:36])[O:28][CH2:29][C:30]2[CH:31]=[CH:32][CH:33]=[CH:34][CH:35]=2)(=[O:24])=[O:25])[CH2:19]1. (4) Given the reactants [CH3:1][S:2]([C:5]1[N:10]=[CH:9][C:8]([N:11]2[C:15](=[O:16])[CH2:14][C:13]3([CH2:21][CH2:20][NH:19][CH2:18][CH2:17]3)[CH2:12]2)=[CH:7][CH:6]=1)(=[O:4])=[O:3].[CH3:22][C:23]1[C:31]([C@@H:32]2[CH2:34][O:33]2)=[CH:30][CH:29]=[C:28]2[C:24]=1[CH2:25][O:26][C:27]2=[O:35], predict the reaction product. The product is: [OH:33][C@H:32]([C:31]1[C:23]([CH3:22])=[C:24]2[C:28](=[CH:29][CH:30]=1)[C:27](=[O:35])[O:26][CH2:25]2)[CH2:34][N:19]1[CH2:20][CH2:21][C:13]2([CH2:12][N:11]([C:8]3[CH:9]=[N:10][C:5]([S:2]([CH3:1])(=[O:3])=[O:4])=[CH:6][CH:7]=3)[C:15](=[O:16])[CH2:14]2)[CH2:17][CH2:18]1. (5) Given the reactants [CH2:1]([O:8][C:9]1[CH:14]=[CH:13][C:12]([CH2:15][C:16](Cl)=[N:17][OH:18])=[CH:11][CH:10]=1)[C:2]1[CH:7]=[CH:6][CH:5]=[CH:4][CH:3]=1.O1CCCC1.[C:25]([C:27]1[C:28]([NH2:33])=[N:29][CH:30]=[CH:31][CH:32]=1)#[CH:26].C(N(CC)CC)C, predict the reaction product. The product is: [CH2:1]([O:8][C:9]1[CH:14]=[CH:13][C:12]([CH2:15][C:16]2[CH:26]=[C:25]([C:27]3[C:28]([NH2:33])=[N:29][CH:30]=[CH:31][CH:32]=3)[O:18][N:17]=2)=[CH:11][CH:10]=1)[C:2]1[CH:7]=[CH:6][CH:5]=[CH:4][CH:3]=1. (6) Given the reactants Cl.[Cl:2][C:3]1[CH:4]=[C:5]([CH:27]=[CH:28][C:29]=1[Cl:30])[CH2:6][N:7]1[CH2:12][CH2:11][N:10]([C:13]([CH:15]([NH:19]C(OC(C)(C)C)=O)[CH:16]([CH3:18])[CH3:17])=[O:14])[CH2:9][CH2:8]1, predict the reaction product. The product is: [Cl:2][C:3]1[CH:4]=[C:5]([CH:27]=[CH:28][C:29]=1[Cl:30])[CH2:6][N:7]1[CH2:12][CH2:11][N:10]([C:13]([CH:15]([NH2:19])[CH:16]([CH3:18])[CH3:17])=[O:14])[CH2:9][CH2:8]1.